Binary Classification. Given a drug SMILES string, predict its activity (active/inactive) in a high-throughput screening assay against a specified biological target. From a dataset of HIV replication inhibition screening data with 41,000+ compounds from the AIDS Antiviral Screen. (1) The drug is C=C1CCc2occ(C)c2C2C1C1=C(CC(C)C1=O)C1OC12C. The result is 0 (inactive). (2) The drug is CCN(CC)CCNC(=O)c1nn(C)c(=S)[nH]c1=S. The result is 0 (inactive). (3) The drug is CCCCCCCC1=NN(c2ccc(S(=O)(=O)O)cc2)C(=O)C1N=O. The result is 0 (inactive). (4) The result is 0 (inactive). The molecule is COc1cc2c(cc1OC)-c1cc3cc(OC)c(OC)cc3n1CC2. (5) The molecule is COc1cc(OCc2ccc3nc(-c4ccccc4)c(Cl)nc3c2)cc(OC)c1OC. The result is 0 (inactive). (6) The compound is CCCCCCCCCCCc1c(O)c(O)cc2nc3cc(Cl)c(Cl)cc3nc12. The result is 0 (inactive).